This data is from NCI-60 drug combinations with 297,098 pairs across 59 cell lines. The task is: Regression. Given two drug SMILES strings and cell line genomic features, predict the synergy score measuring deviation from expected non-interaction effect. Drug 1: CCN(CC)CCCC(C)NC1=C2C=C(C=CC2=NC3=C1C=CC(=C3)Cl)OC. Drug 2: COCCOC1=C(C=C2C(=C1)C(=NC=N2)NC3=CC=CC(=C3)C#C)OCCOC.Cl. Cell line: MDA-MB-435. Synergy scores: CSS=10.9, Synergy_ZIP=-3.79, Synergy_Bliss=-2.92, Synergy_Loewe=-10.1, Synergy_HSA=-5.90.